From a dataset of Reaction yield outcomes from USPTO patents with 853,638 reactions. Predict the reaction yield, written as a fraction of the theoretical maximum amount of product (1.0 means a 100% yield; for example, 0.34 means a 34% yield). (1) The reactants are [CH3:1][N:2]([CH3:9])[C:3](SC)=[CH:4][C:5]#[N:6].O.[NH2:11][NH2:12]. The catalyst is C(O)C. The product is [CH3:1][N:2]([CH3:9])[C:3]1[NH:12][N:11]=[C:5]([NH2:6])[CH:4]=1. The yield is 0.690. (2) The yield is 0.190. The reactants are [O:1]=[C:2]1[CH2:7][CH2:6][CH:5]([N:8]2[C:13](=[O:14])[C:12]([CH2:15][C:16]3[CH:21]=[CH:20][C:19]([C:22]4[CH:27]=[CH:26][CH:25]=[CH:24][C:23]=4[C:28]4[NH:32][C:31](=[O:33])[O:30][N:29]=4)=[CH:18][CH:17]=3)=[C:11]([CH2:34][CH2:35][CH3:36])[N:10]3[N:37]=[CH:38][N:39]=[C:9]23)[CH2:4][CH2:3]1.[CH2:40]=[C:41]([CH2:44]O)[CH2:42][OH:43].CC1C=CC(S(O)(=O)=O)=CC=1. The catalyst is C1(C)C=CC=CC=1. The product is [CH2:40]=[C:41]1[CH2:42][O:43][C:2]2([CH2:7][CH2:6][CH:5]([N:8]3[C:13](=[O:14])[C:12]([CH2:15][C:16]4[CH:17]=[CH:18][C:19]([C:22]5[CH:27]=[CH:26][CH:25]=[CH:24][C:23]=5[C:28]5[NH:32][C:31](=[O:33])[O:30][N:29]=5)=[CH:20][CH:21]=4)=[C:11]([CH2:34][CH2:35][CH3:36])[N:10]4[N:37]=[CH:38][N:39]=[C:9]34)[CH2:4][CH2:3]2)[O:1][CH2:44]1. (3) The reactants are [CH3:1][O:2][C:3]1[CH:4]=[C:5]([SH:9])[CH:6]=[CH:7][CH:8]=1.[C:10](Cl)(=[O:14])[C:11](Cl)=[O:12].[Cl-].[Al+3].[Cl-].[Cl-]. The catalyst is CCOCC. The product is [CH3:1][O:2][C:3]1[CH:8]=[CH:7][C:6]2[C:10](=[O:14])[C:11](=[O:12])[S:9][C:5]=2[CH:4]=1. The yield is 0.470. (4) The reactants are [Br:1][C:2]1[CH:3]=[CH:4][C:5]([OH:8])=[N:6][CH:7]=1.I[CH:10]([CH3:12])[CH3:11].C([O-])([O-])=O.[K+].[K+]. The catalyst is CN(C=O)C.O. The product is [Br:1][C:2]1[CH:3]=[CH:4][C:5](=[O:8])[N:6]([CH:10]([CH3:12])[CH3:11])[CH:7]=1. The yield is 0.310. (5) The reactants are [CH2:1]([C:3]1[CH:7]=[C:6]([NH:8][C:9](=O)[O:10]C2C=CC=CC=2)[N:5]([C:18]2[CH:23]=[CH:22][CH:21]=[CH:20][CH:19]=2)[N:4]=1)[CH3:2].[CH3:24][O:25][C:26]1[CH:27]=[C:28]2[C:33](=[CH:34][C:35]=1[O:36][CH3:37])[N:32]=[CH:31][N:30]=[C:29]2[O:38][C:39]1[CH:40]=[C:41]([CH:43]=[CH:44][CH:45]=1)[NH2:42]. The catalyst is CS(C)=O.C(OCC)(=O)C. The product is [CH3:24][O:25][C:26]1[CH:27]=[C:28]2[C:33](=[CH:34][C:35]=1[O:36][CH3:37])[N:32]=[CH:31][N:30]=[C:29]2[O:38][C:39]1[CH:40]=[C:41]([NH:42][C:9]([NH:8][C:6]2[N:5]([C:18]3[CH:19]=[CH:20][CH:21]=[CH:22][CH:23]=3)[N:4]=[C:3]([CH2:1][CH3:2])[CH:7]=2)=[O:10])[CH:43]=[CH:44][CH:45]=1. The yield is 0.320. (6) The reactants are [CH3:1][O:2][C:3]([C:5]1[CH:14]=[CH:13][C:12]2[C:7](=[CH:8][CH:9]=[C:10]([C:15]([C:20]3[CH:25]=[CH:24][C:23]([O:26][CH:27]([CH2:34][CH3:35])[C:28](=[O:33])[C:29]([CH3:32])([CH3:31])[CH3:30])=[C:22]([CH3:36])[CH:21]=3)([CH2:18][CH3:19])[CH2:16][CH3:17])[CH:11]=2)[CH:6]=1)=[O:4].[BH4-].[Na+].C(Cl)Cl.CCOC(C)=O.C(Cl)Cl. The yield is 0.0800. The product is [CH3:1][O:2][C:3]([C:5]1[CH:14]=[CH:13][C:12]2[C:7](=[CH:8][CH:9]=[C:10]([C:15]([CH2:16][CH3:17])([C:20]3[CH:25]=[CH:24][C:23]([O:26][CH:27]([CH2:34][CH3:35])[CH:28]([OH:33])[C:29]([CH3:30])([CH3:31])[CH3:32])=[C:22]([CH3:36])[CH:21]=3)[CH2:18][CH3:19])[CH:11]=2)[CH:6]=1)=[O:4]. The catalyst is C1COCC1. (7) The yield is 0.610. The catalyst is C1C=CC(P(C2C=CC=CC=2)[C-]2C=CC=C2)=CC=1.C1C=CC(P(C2C=CC=CC=2)[C-]2C=CC=C2)=CC=1.Cl[Pd]Cl.[Fe+2].ClCCl. The product is [CH:20]1([N:18]2[C:17](=[O:23])[CH2:16][CH2:15][C:14]3([CH2:24][CH2:25][N:11]([S:8]([C:5]4[CH:6]=[CH:7][C:2]([C:34]5[CH:43]=[C:42]6[C:37]([CH:38]=[CH:39][CH:40]=[N:41]6)=[CH:36][CH:35]=5)=[CH:3][CH:4]=4)(=[O:10])=[O:9])[CH2:12][CH2:13]3)[CH2:19]2)[CH2:22][CH2:21]1. The reactants are Br[C:2]1[CH:7]=[CH:6][C:5]([S:8]([N:11]2[CH2:25][CH2:24][C:14]3([CH2:19][N:18]([CH:20]4[CH2:22][CH2:21]4)[C:17](=[O:23])[CH2:16][CH2:15]3)[CH2:13][CH2:12]2)(=[O:10])=[O:9])=[CH:4][CH:3]=1.CC1(C)C(C)(C)OB([C:34]2[CH:43]=[C:42]3[C:37]([CH:38]=[CH:39][CH:40]=[N:41]3)=[CH:36][CH:35]=2)O1.C([O-])([O-])=O.[Cs+].[Cs+]. (8) The reactants are Br[C:2]([F:9])([F:8])[C:3]([O:5][CH2:6][CH3:7])=[O:4].I[C:11]1[CH:21]=[CH:20][C:14]([C:15]([O:17][CH2:18][CH3:19])=[O:16])=[CH:13][CH:12]=1.[Cl-].[NH4+]. The catalyst is [Cu].CS(C)=O. The product is [CH2:6]([O:5][C:3](=[O:4])[C:2]([C:11]1[CH:21]=[CH:20][C:14]([C:15]([O:17][CH2:18][CH3:19])=[O:16])=[CH:13][CH:12]=1)([F:9])[F:8])[CH3:7]. The yield is 0.550.